Dataset: Full USPTO retrosynthesis dataset with 1.9M reactions from patents (1976-2016). Task: Predict the reactants needed to synthesize the given product. (1) Given the product [CH3:1][CH2:2][N:3]([CH2:6][CH2:7][NH:8][C:9]([C:11]1[C:12]([CH3:29])=[C:13](/[CH:17]=[C:18]2/[C:19]3[CH:20]=[C:21]([F:28])[CH:22]=[CH:23][C:24]=3[NH:25][C:26]/2=[O:27])[NH:14][C:15]=1[CH3:16])=[O:10])[CH2:4][CH3:5], predict the reactants needed to synthesize it. The reactants are: [CH3:1][CH2:2][N:3]([CH2:6][CH2:7][NH:8][C:9]([C:11]1[C:12]([CH3:29])=[C:13](/[CH:17]=[C:18]2/[C:19]3[CH:20]=[C:21]([F:28])[CH:22]=[CH:23][C:24]=3[NH:25][C:26]/2=[O:27])[NH:14][C:15]=1[CH3:16])=[O:10])[CH2:4][CH3:5].CS([O-])(=O)=O.[OH-].[Na+]. (2) Given the product [CH2:11]([O:18][C:19]([N:21]1[CH2:26][CH2:25][CH:24]([CH:27]=[O:28])[CH2:23][CH2:22]1)=[O:20])[C:12]1[CH:17]=[CH:16][CH:15]=[CH:14][CH:13]=1, predict the reactants needed to synthesize it. The reactants are: CS(C)=O.C(Cl)(=O)C(Cl)=O.[CH2:11]([O:18][C:19]([N:21]1[CH2:26][CH2:25][CH:24]([CH2:27][OH:28])[CH2:23][CH2:22]1)=[O:20])[C:12]1[CH:17]=[CH:16][CH:15]=[CH:14][CH:13]=1.C(N(CC)CC)C. (3) The reactants are: C(OC([N:8]1[CH2:13][CH2:12][CH:11]([C:14]2[CH:22]=[CH:21][CH:20]=[CH:19][C:15]=2[C:16]([OH:18])=O)[CH2:10][CH2:9]1)=O)(C)(C)C.[NH2:23][CH:24]([CH2:27][OH:28])[CH2:25][OH:26].CN(C(ON1N=NC2C=CC=CC1=2)=[N+](C)C)C.F[P-](F)(F)(F)(F)F.CCN(C(C)C)C(C)C.C(O)(C(F)(F)F)=O. Given the product [OH:26][CH2:25][CH:24]([NH:23][C:16](=[O:18])[C:15]1[CH:19]=[CH:20][CH:21]=[CH:22][C:14]=1[CH:11]1[CH2:10][CH2:9][NH:8][CH2:13][CH2:12]1)[CH2:27][OH:28], predict the reactants needed to synthesize it. (4) Given the product [C:1]([O:5][C:6](=[O:13])[NH:7][C@H:8]1[CH2:12][CH2:11][N:10]([C:15]2[CH:20]=[CH:19][CH:18]=[CH:17][N:16]=2)[CH2:9]1)([CH3:4])([CH3:2])[CH3:3], predict the reactants needed to synthesize it. The reactants are: [C:1]([O:5][C:6](=[O:13])[NH:7][C@H:8]1[CH2:12][CH2:11][NH:10][CH2:9]1)([CH3:4])([CH3:3])[CH3:2].Br[C:15]1[CH:20]=[CH:19][CH:18]=[CH:17][N:16]=1. (5) Given the product [ClH:59].[ClH:59].[ClH:59].[ClH:59].[ClH:59].[ClH:59].[ClH:59].[CH2:57]([N:3]([CH2:1][CH3:2])[CH2:4][CH2:5][N:6]([CH2:14][C:15]1[CH:20]=[CH:19][C:18]([CH2:21][N:22]2[CH2:35][CH2:34][CH2:33][NH:32][CH2:31][CH2:30][NH:29][CH2:28][CH2:27][CH2:26][NH:25][CH2:24][CH2:23]2)=[CH:17][CH:16]=1)[CH2:7][CH2:8][N:9]([CH2:10][CH3:11])[CH2:12][CH3:13])[CH3:58], predict the reactants needed to synthesize it. The reactants are: [CH2:1]([N:3]([CH2:57][CH3:58])[CH2:4][CH2:5][N:6]([CH2:14][C:15]1[CH:20]=[CH:19][C:18]([CH2:21][N:22]2[CH2:35][CH2:34][CH2:33][N:32](C(OC(C)(C)C)=O)[CH2:31][CH2:30][N:29](C(OC(C)(C)C)=O)[CH2:28][CH2:27][CH2:26][N:25](C(OC(C)(C)C)=O)[CH2:24][CH2:23]2)=[CH:17][CH:16]=1)[CH2:7][CH2:8][N:9]([CH2:12][CH3:13])[CH2:10][CH3:11])[CH3:2].[ClH:59]. (6) Given the product [C:17]([O:21][C:22]([NH:9][CH2:8][C:7]1[CH:10]=[CH:11][C:4]([CH2:3][C:2](=[O:1])[N:12]2[CH2:16][CH2:15][CH2:14][CH2:13]2)=[CH:5][CH:6]=1)=[O:23])([CH3:20])([CH3:19])[CH3:18], predict the reactants needed to synthesize it. The reactants are: [O:1]=[C:2]([N:12]1[CH2:16][CH2:15][CH2:14][CH2:13]1)[CH2:3][C:4]1[CH:11]=[CH:10][C:7]([C:8]#[N:9])=[CH:6][CH:5]=1.[C:17]([O:21][C:22](O[C:22]([O:21][C:17]([CH3:20])([CH3:19])[CH3:18])=[O:23])=[O:23])([CH3:20])([CH3:19])[CH3:18]. (7) Given the product [C:37]1([CH3:40])[CH:38]=[CH:39][C:34]([S:33][C:28]2[CH:29]=[CH:30][CH:31]=[CH:32][C:27]=2[CH:16]2[CH2:21][CH2:20][N:19]([C:22]([O:24][CH2:25][CH3:26])=[O:23])[CH2:18][CH2:17]2)=[CH:35][CH:36]=1, predict the reactants needed to synthesize it. The reactants are: FC(F)(F)C(O)=O.C([SiH](CC)CC)C.O[C:16]1([C:27]2[CH:32]=[CH:31][CH:30]=[CH:29][C:28]=2[S:33][C:34]2[CH:39]=[CH:38][C:37]([CH3:40])=[CH:36][CH:35]=2)[CH2:21][CH2:20][N:19]([C:22]([O:24][CH2:25][CH3:26])=[O:23])[CH2:18][CH2:17]1.C1(C)C=CC=CC=1. (8) Given the product [Cl:1][C:2]1[C:3]2[CH2:14][CH2:13][CH:12]([CH2:15][CH2:16][NH:17][C:18](=[O:20])[CH3:19])[C:4]=2[C:5]2[C:9]([CH:10]=1)=[N:8][N:7]([CH3:11])[CH:6]=2, predict the reactants needed to synthesize it. The reactants are: [Cl:1][C:2]1[C:3]2[CH2:14][CH2:13][C:12](=[CH:15][CH2:16][NH:17][C:18](=[O:20])[CH3:19])[C:4]=2[C:5]2[C:9]([CH:10]=1)=[N:8][N:7]([CH3:11])[CH:6]=2. (9) The reactants are: [NH:1]1[CH:5]=[CH:4][N:3]=[C:2]1[NH:6][C:7]([C:9]1[C:17]2[N:16]=[C:15]([NH:18][C:19]([C:21]3[N:22]=[CH:23][C:24]4[C:29]([CH:30]=3)=[CH:28][CH:27]=[CH:26][CH:25]=4)=[O:20])[NH:14][C:13]=2[CH:12]=[C:11]([N+:31]([O-])=O)[CH:10]=1)=[O:8]. Given the product [NH2:31][C:11]1[CH:10]=[C:9]([C:7](=[O:8])[NH:6][C:2]2[NH:3][CH:4]=[CH:5][N:1]=2)[C:17]2[N:16]=[C:15]([NH:18][C:19]([C:21]3[N:22]=[CH:23][C:24]4[C:29]([CH:30]=3)=[CH:28][CH:27]=[CH:26][CH:25]=4)=[O:20])[NH:14][C:13]=2[CH:12]=1, predict the reactants needed to synthesize it. (10) The reactants are: [F:1][C:2]([F:42])([F:41])[C:3]1[CH:4]=[C:5]([C@H:13]([N:15]([CH3:40])[C:16]([N:18]2[CH2:31][CH2:30][C@:21]3([NH:25][C@@H:24]([C:26]([O:28]C)=O)[CH2:23][CH2:22]3)[CH2:20][C@@H:19]2[C:32]2[CH:37]=[CH:36][C:35]([F:38])=[CH:34][C:33]=2[CH3:39])=[O:17])[CH3:14])[CH:6]=[C:7]([C:9]([F:12])([F:11])[F:10])[CH:8]=1.CO.[NH3:45]. Given the product [F:10][C:9]([F:12])([F:11])[C:7]1[CH:6]=[C:5]([C@H:13]([N:15]([CH3:40])[C:16]([N:18]2[CH2:31][CH2:30][C@:21]3([NH:25][C@@H:24]([C:26]([NH2:45])=[O:28])[CH2:23][CH2:22]3)[CH2:20][C@@H:19]2[C:32]2[CH:37]=[CH:36][C:35]([F:38])=[CH:34][C:33]=2[CH3:39])=[O:17])[CH3:14])[CH:4]=[C:3]([C:2]([F:1])([F:41])[F:42])[CH:8]=1, predict the reactants needed to synthesize it.